This data is from Full USPTO retrosynthesis dataset with 1.9M reactions from patents (1976-2016). The task is: Predict the reactants needed to synthesize the given product. Given the product [C:6]1([C:14]2[CH:15]=[CH:16][CH:17]=[CH:18][CH:19]=2)[CH:5]=[CH:4][C:9]([C:10]([OH:12])=[O:11])=[CH:8][CH:7]=1, predict the reactants needed to synthesize it. The reactants are: [Li+].[I-].Cl[C:4]1[CH:5]=[C:6]([C:14]2[CH:19]=[CH:18][CH:17]=[C:16](COC3C=CC4C(=O)N(C5CCCC5)SC=4C=3)[CH:15]=2)[CH:7]=[CH:8][C:9]=1[C:10]([O:12]C)=[O:11].O.